Dataset: Reaction yield outcomes from USPTO patents with 853,638 reactions. Task: Predict the reaction yield, written as a fraction of the theoretical maximum amount of product (1.0 means a 100% yield; for example, 0.34 means a 34% yield). The reactants are [S:1](Cl)([CH3:4])(=[O:3])=[O:2].[NH2:6][C:7]1[CH:16]=[CH:15][C:14]([C:17]([C:19]2[N:27]3[C:22]([CH:23]=[CH:24][CH:25]=[CH:26]3)=[C:21]([NH:28][C:29](=[O:40])[C:30]3[CH:35]=[CH:34][CH:33]=[C:32]([O:36][CH2:37][CH2:38][OH:39])[CH:31]=3)[C:20]=2[CH3:41])=[O:18])=[CH:13][C:8]=1[C:9]([O:11][CH3:12])=[O:10].O. The catalyst is N1C=CC=CC=1. The product is [NH2:6][C:7]1[CH:16]=[CH:15][C:14]([C:17]([C:19]2[N:27]3[C:22]([CH:23]=[CH:24][CH:25]=[CH:26]3)=[C:21]([NH:28][C:29](=[O:40])[C:30]3[CH:35]=[CH:34][CH:33]=[C:32]([O:36][CH2:37][CH2:38][O:39][S:1]([CH3:4])(=[O:3])=[O:2])[CH:31]=3)[C:20]=2[CH3:41])=[O:18])=[CH:13][C:8]=1[C:9]([O:11][CH3:12])=[O:10]. The yield is 0.700.